From a dataset of Full USPTO retrosynthesis dataset with 1.9M reactions from patents (1976-2016). Predict the reactants needed to synthesize the given product. (1) Given the product [I:1][C:2]1[CH:10]=[C:6]([C:7]([O-:9])=[O:8])[C:5]([NH2:11])=[CH:4][CH:3]=1.[NH4+:14], predict the reactants needed to synthesize it. The reactants are: [I:1][C:2]1[CH:10]=[C:6]([C:7]([OH:9])=[O:8])[C:5]([NH2:11])=[CH:4][CH:3]=1.CO.[NH3:14]. (2) Given the product [CH2:6]([O:10][C:11]1[CH:12]=[C:13]([CH:17]([F:30])[C:18]#[N:19])[CH:14]=[CH:15][CH:16]=1)[CH2:7][CH2:8][CH3:9], predict the reactants needed to synthesize it. The reactants are: C([Li])(C)(C)C.[CH2:6]([O:10][C:11]1[CH:12]=[C:13]([CH2:17][C:18]#[N:19])[CH:14]=[CH:15][CH:16]=1)[CH2:7][CH2:8][CH3:9].C1C=CC(S(N(S(C2C=CC=CC=2)(=O)=O)[F:30])(=O)=O)=CC=1. (3) Given the product [C:1]([O:4][CH:5]1[CH2:13][C:12]2[C:7](=[CH:8][CH:9]=[CH:10][CH:11]=2)[CH2:6]1)(=[O:3])[CH3:2], predict the reactants needed to synthesize it. The reactants are: [C:1]([O:4][CH:5]1[CH2:13][C:12]2[C:7](=[CH:8][CH:9]=[C:10](C[C@H](NC(OC(C)(C)C)=O)C(O)=O)[CH:11]=2)[CH2:6]1)(=[O:3])[CH3:2].C1C2C(=CC=CC=2)CC1O. (4) Given the product [CH2:1]([C:3]1[C:11]2[N:10]3[C:12]([CH3:15])=[N:13][CH:14]=[C:9]3[CH:8]=[N:7][C:6]=2[N:5]([CH2:16][O:17][CH2:18][CH2:19][Si:20]([CH3:23])([CH3:22])[CH3:21])[C:4]=1[C:24]1[CH:25]=[CH:26][C:27]([C:30](=[O:31])[CH3:35])=[CH:28][CH:29]=1)[CH3:2], predict the reactants needed to synthesize it. The reactants are: [CH2:1]([C:3]1[C:11]2[N:10]3[C:12]([CH3:15])=[N:13][CH:14]=[C:9]3[CH:8]=[N:7][C:6]=2[N:5]([CH2:16][O:17][CH2:18][CH2:19][Si:20]([CH3:23])([CH3:22])[CH3:21])[C:4]=1[C:24]1[CH:29]=[CH:28][C:27]([C:30]2([CH3:35])OCC[O:31]2)=[CH:26][CH:25]=1)[CH3:2].Cl. (5) The reactants are: [CH3:1][C:2]1[CH:3]=[C:4]([NH:8][C:9]2[N:14]3[N:15]=[CH:16][C:17]([C:18](O)=[O:19])=[C:13]3[N:12]=[CH:11][C:10]=2[C:21]([N:23]2[CH2:28][CH2:27][CH:26]([C:29]3[CH:34]=[CH:33][CH:32]=[CH:31][CH:30]=3)[CH2:25][CH2:24]2)=[O:22])[CH:5]=[CH:6][CH:7]=1.[CH2:35]([S:37]([NH2:40])(=[O:39])=[O:38])[CH3:36]. Given the product [CH3:1][C:2]1[CH:3]=[C:4]([NH:8][C:9]2[N:14]3[N:15]=[CH:16][C:17]([C:18]([NH:40][S:37]([CH2:35][CH3:36])(=[O:39])=[O:38])=[O:19])=[C:13]3[N:12]=[CH:11][C:10]=2[C:21]([N:23]2[CH2:28][CH2:27][CH:26]([C:29]3[CH:30]=[CH:31][CH:32]=[CH:33][CH:34]=3)[CH2:25][CH2:24]2)=[O:22])[CH:5]=[CH:6][CH:7]=1, predict the reactants needed to synthesize it. (6) Given the product [C:5]([C:4]1[CH:7]=[CH:8][C:9]([N:11]([CH2:12][CH2:13][C:14]([F:17])([F:16])[F:15])[CH2:21][C:22]([O:24][C:25]([CH3:28])([CH3:27])[CH3:26])=[O:23])=[CH:10][C:3]=1[C:2]([F:18])([F:19])[F:1])#[N:6], predict the reactants needed to synthesize it. The reactants are: [F:1][C:2]([F:19])([F:18])[C:3]1[CH:10]=[C:9]([NH:11][CH2:12][CH2:13][C:14]([F:17])([F:16])[F:15])[CH:8]=[CH:7][C:4]=1[C:5]#[N:6].Br[CH2:21][C:22]([O:24][C:25]([CH3:28])([CH3:27])[CH3:26])=[O:23].